Dataset: NCI-60 drug combinations with 297,098 pairs across 59 cell lines. Task: Regression. Given two drug SMILES strings and cell line genomic features, predict the synergy score measuring deviation from expected non-interaction effect. (1) Drug 1: CCC(=C(C1=CC=CC=C1)C2=CC=C(C=C2)OCCN(C)C)C3=CC=CC=C3.C(C(=O)O)C(CC(=O)O)(C(=O)O)O. Drug 2: COC1=C2C(=CC3=C1OC=C3)C=CC(=O)O2. Cell line: CCRF-CEM. Synergy scores: CSS=3.74, Synergy_ZIP=-2.35, Synergy_Bliss=1.16, Synergy_Loewe=-5.34, Synergy_HSA=-0.177. (2) Drug 1: CC(C1=C(C=CC(=C1Cl)F)Cl)OC2=C(N=CC(=C2)C3=CN(N=C3)C4CCNCC4)N. Drug 2: C1=NC2=C(N=C(N=C2N1C3C(C(C(O3)CO)O)F)Cl)N. Cell line: A549. Synergy scores: CSS=36.0, Synergy_ZIP=-0.865, Synergy_Bliss=-2.04, Synergy_Loewe=-14.9, Synergy_HSA=-2.07. (3) Drug 1: C1=CC(=CC=C1C#N)C(C2=CC=C(C=C2)C#N)N3C=NC=N3. Drug 2: CC1=C(C(=CC=C1)Cl)NC(=O)C2=CN=C(S2)NC3=CC(=NC(=N3)C)N4CCN(CC4)CCO. Cell line: MOLT-4. Synergy scores: CSS=-8.29, Synergy_ZIP=5.89, Synergy_Bliss=-0.622, Synergy_Loewe=-22.7, Synergy_HSA=-16.1. (4) Drug 1: CCCCCOC(=O)NC1=NC(=O)N(C=C1F)C2C(C(C(O2)C)O)O. Drug 2: CS(=O)(=O)CCNCC1=CC=C(O1)C2=CC3=C(C=C2)N=CN=C3NC4=CC(=C(C=C4)OCC5=CC(=CC=C5)F)Cl. Cell line: M14. Synergy scores: CSS=-3.84, Synergy_ZIP=-0.646, Synergy_Bliss=-5.05, Synergy_Loewe=-18.7, Synergy_HSA=-5.79. (5) Drug 1: CC(CN1CC(=O)NC(=O)C1)N2CC(=O)NC(=O)C2. Drug 2: C1C(C(OC1N2C=NC(=NC2=O)N)CO)O. Cell line: PC-3. Synergy scores: CSS=17.2, Synergy_ZIP=-7.65, Synergy_Bliss=-4.29, Synergy_Loewe=-0.506, Synergy_HSA=-0.288. (6) Drug 1: C1=C(C(=O)NC(=O)N1)F. Drug 2: C1=NNC2=C1C(=O)NC=N2. Cell line: COLO 205. Synergy scores: CSS=54.3, Synergy_ZIP=-3.07, Synergy_Bliss=-9.27, Synergy_Loewe=-18.2, Synergy_HSA=-11.2. (7) Drug 1: C1=CC(=C2C(=C1NCCNCCO)C(=O)C3=C(C=CC(=C3C2=O)O)O)NCCNCCO. Drug 2: CC1=C(C=C(C=C1)NC(=O)C2=CC=C(C=C2)CN3CCN(CC3)C)NC4=NC=CC(=N4)C5=CN=CC=C5. Cell line: SNB-75. Synergy scores: CSS=55.0, Synergy_ZIP=11.0, Synergy_Bliss=9.49, Synergy_Loewe=-34.2, Synergy_HSA=9.59. (8) Drug 1: CC12CCC3C(C1CCC2=O)CC(=C)C4=CC(=O)C=CC34C. Drug 2: CC1=C(C(=O)C2=C(C1=O)N3CC4C(C3(C2COC(=O)N)OC)N4)N. Cell line: SNB-75. Synergy scores: CSS=52.5, Synergy_ZIP=-5.15, Synergy_Bliss=0.425, Synergy_Loewe=-43.6, Synergy_HSA=4.88. (9) Drug 1: CCC1(CC2CC(C3=C(CCN(C2)C1)C4=CC=CC=C4N3)(C5=C(C=C6C(=C5)C78CCN9C7C(C=CC9)(C(C(C8N6C)(C(=O)OC)O)OC(=O)C)CC)OC)C(=O)OC)O.OS(=O)(=O)O. Drug 2: CN(CC1=CN=C2C(=N1)C(=NC(=N2)N)N)C3=CC=C(C=C3)C(=O)NC(CCC(=O)O)C(=O)O. Cell line: IGROV1. Synergy scores: CSS=35.5, Synergy_ZIP=0.461, Synergy_Bliss=0.310, Synergy_Loewe=-1.54, Synergy_HSA=-1.01. (10) Drug 1: CCC1(CC2CC(C3=C(CCN(C2)C1)C4=CC=CC=C4N3)(C5=C(C=C6C(=C5)C78CCN9C7C(C=CC9)(C(C(C8N6C=O)(C(=O)OC)O)OC(=O)C)CC)OC)C(=O)OC)O.OS(=O)(=O)O. Drug 2: C1CNP(=O)(OC1)N(CCCl)CCCl. Cell line: RXF 393. Synergy scores: CSS=0.0700, Synergy_ZIP=0.377, Synergy_Bliss=-0.513, Synergy_Loewe=-0.201, Synergy_HSA=-1.76.